From a dataset of Forward reaction prediction with 1.9M reactions from USPTO patents (1976-2016). Predict the product of the given reaction. Given the reactants Cl[C:2]1[N:7]([CH2:8][C:9]2[CH:16]=[CH:15][CH:14]=[CH:13][C:10]=2[C:11]#[N:12])[C:6](=[O:17])[NH:5][C:4](=[O:18])[CH:3]=1.[H-].[Na+].[CH2:21](Br)[CH3:22].C([O-])(O)=O.[Na+].[CH2:29]([NH2:32])[CH2:30][NH2:31], predict the reaction product. The product is: [NH2:31][CH2:30][CH2:29][NH:32][C:2]1[N:7]([CH2:8][C:9]2[CH:16]=[CH:15][CH:14]=[CH:13][C:10]=2[C:11]#[N:12])[C:6](=[O:17])[N:5]([CH2:21][CH3:22])[C:4](=[O:18])[CH:3]=1.